From a dataset of CYP1A2 inhibition data for predicting drug metabolism from PubChem BioAssay. Regression/Classification. Given a drug SMILES string, predict its absorption, distribution, metabolism, or excretion properties. Task type varies by dataset: regression for continuous measurements (e.g., permeability, clearance, half-life) or binary classification for categorical outcomes (e.g., BBB penetration, CYP inhibition). Dataset: cyp1a2_veith. The drug is COC(=O)[C@@]1(Cc2ccc(F)cc2)[C@H]2c3cc(C(=O)N(C)C)n(CCCNc4ccc(C(F)(F)F)cc4Cl)c3C[C@H]2CN1C(=O)c1ccccc1. The result is 0 (non-inhibitor).